From a dataset of Peptide-MHC class II binding affinity with 134,281 pairs from IEDB. Regression. Given a peptide amino acid sequence and an MHC pseudo amino acid sequence, predict their binding affinity value. This is MHC class II binding data. (1) The peptide sequence is SDVKSPSAPPILSNP. The MHC is DRB1_0101 with pseudo-sequence DRB1_0101. The binding affinity (normalized) is 0.331. (2) The peptide sequence is GLFGGLNWITKVIMG. The MHC is DRB1_1101 with pseudo-sequence DRB1_1101. The binding affinity (normalized) is 0.642. (3) The peptide sequence is RNPGFALLAGFMAYM. The MHC is DRB1_1501 with pseudo-sequence DRB1_1501. The binding affinity (normalized) is 0.838. (4) The binding affinity (normalized) is 0.393. The peptide sequence is IRQLERLLQAVVGAG. The MHC is DRB1_1602 with pseudo-sequence DRB1_1602.